Task: Predict the reactants needed to synthesize the given product.. Dataset: Full USPTO retrosynthesis dataset with 1.9M reactions from patents (1976-2016) (1) Given the product [CH2:28]([NH:35][C:36]([NH:38][N:39]([CH2:41][C:42]([OH:44])=[O:43])[CH3:40])=[O:37])[C:29]1[CH:30]=[CH:31][CH:32]=[CH:33][CH:34]=1, predict the reactants needed to synthesize it. The reactants are: BrCC(OCC)=O.CNN.C(N(CC)CC)C.C(N=C=O)C1C=CC=CC=1.[CH2:28]([NH:35][C:36]([NH:38][N:39]([CH2:41][C:42]([O:44]CC)=[O:43])[CH3:40])=[O:37])[C:29]1[CH:34]=[CH:33][CH:32]=[CH:31][CH:30]=1.[OH-].[Na+]. (2) The reactants are: [CH2:1]([S:3][C:4]1[CH:9]=[CH:8][C:7]([CH2:10][C:11]2[C:12]([O:17][C@@H:18]3[O:26][C@H:25]([CH2:27][OH:28])[C@@H:23]([OH:24])[C@H:21]([OH:22])[C@H:19]3[OH:20])=[N:13][NH:14][C:15]=2[CH3:16])=[CH:6][CH:5]=1)[CH3:2].[CH2:29]([O:31][C:32](Cl)=[O:33])[CH3:30].[C:35]([OH:47])(=[O:46])CC(CC(O)=O)(C(O)=O)O.[CH3:48][C:49]1C=C(C)C=C(C)N=1. Given the product [CH2:29]([O:31][C:32]([N:14]1[C:15]([CH3:16])=[C:11]([CH2:10][C:7]2[CH:8]=[CH:9][C:4]([S:3][CH2:1][CH3:2])=[CH:5][CH:6]=2)[C:12]([O:17][C@@H:18]2[O:26][C@H:25]([CH2:27][O:28][C:35]([O:47][CH2:48][CH3:49])=[O:46])[C@@H:23]([OH:24])[C@H:21]([OH:22])[C@H:19]2[OH:20])=[N:13]1)=[O:33])[CH3:30], predict the reactants needed to synthesize it. (3) Given the product [F:1][C:2]1[CH:7]=[CH:6][C:5]([F:8])=[CH:4][C:3]=1[CH:9]([S:20]([C:21]1[CH:22]=[CH:23][C:24]([F:27])=[CH:25][CH:26]=1)=[O:68])[C:44]1[C:38]([CH3:39])=[CH:37][C:47]([C:46]([NH:57][CH3:59])=[O:45])=[N:42][CH:43]=1, predict the reactants needed to synthesize it. The reactants are: [F:1][C:2]1[CH:7]=[CH:6][C:5]([F:8])=[CH:4][C:3]=1[CH:9]([S:20][C:21]1[CH:26]=[CH:25][C:24]([F:27])=[CH:23][CH:22]=1)C1C(C)=CC(C(O)=O)=NC=1.Cl.CN.ON1C2[CH:37]=[CH:38][CH:39]=CC=2N=N1.C[N:42]1[CH2:47][CH2:46][O:45][CH2:44][CH2:43]1.Cl.C(N=C=NCCC[N:57]([CH3:59])C)C.ClC1C=CC=C(C(OO)=[O:68])C=1. (4) Given the product [CH3:1][S:2]([N:5]1[CH2:14][CH2:13][C:12]2[C:7](=[CH:8][CH:9]=[C:10]([O:15][CH2:16][CH2:17][CH2:18][CH:19]3[CH2:20][CH2:21][NH:22][CH2:23][CH2:24]3)[CH:11]=2)[CH2:6]1)(=[O:3])=[O:4], predict the reactants needed to synthesize it. The reactants are: [CH3:1][S:2]([N:5]1[CH2:14][CH2:13][C:12]2[C:7](=[CH:8][CH:9]=[C:10]([O:15][CH2:16][CH2:17][CH2:18][CH:19]3[CH2:24][CH2:23][N:22](C(OC(C)(C)C)=O)[CH2:21][CH2:20]3)[CH:11]=2)[CH2:6]1)(=[O:4])=[O:3].C(O)(C(F)(F)F)=O.